From a dataset of Reaction yield outcomes from USPTO patents with 853,638 reactions. Predict the reaction yield, written as a fraction of the theoretical maximum amount of product (1.0 means a 100% yield; for example, 0.34 means a 34% yield). (1) The yield is 0.103. The product is [O:1]1[CH2:6][CH2:5][O:4][C:3]2[CH:7]=[C:8]([C:11](=[O:17])[CH2:12][CH2:13][C:18]([C:19]3[CH:20]=[N:21][CH:22]=[CH:23][CH:24]=3)=[O:25])[CH:9]=[CH:10][C:2]1=2. The reactants are [O:1]1[CH2:6][CH2:5][O:4][C:3]2[CH:7]=[C:8]([C:11](=[O:17])[CH2:12][CH2:13]N(C)C)[CH:9]=[CH:10][C:2]1=2.[CH:18](=[O:25])[C:19]1[CH:24]=[CH:23][CH:22]=[N:21][CH:20]=1.CCOC(C)=O. The catalyst is O1CCOCC1.[Br-].C([N+]1C(C)=C(CCO)SC=1)C.O. (2) The reactants are [C:1]([C:3]1[CH:8]=[CH:7][C:6]([NH:9][CH:10]2[CH2:15][CH2:14][N:13](C(OC(C)(C)C)=O)[CH2:12][CH2:11]2)=[CH:5][C:4]=1[C:23]([F:26])([F:25])[F:24])#[N:2].FC(F)(F)C(O)=O. The catalyst is ClCCl. The product is [C:1]([C:3]1[CH:8]=[CH:7][C:6]([NH:9][CH:10]2[CH2:11][CH2:12][NH:13][CH2:14][CH2:15]2)=[CH:5][C:4]=1[C:23]([F:26])([F:24])[F:25])#[N:2]. The yield is 0.850.